From a dataset of Peptide-MHC class I binding affinity with 185,985 pairs from IEDB/IMGT. Regression. Given a peptide amino acid sequence and an MHC pseudo amino acid sequence, predict their binding affinity value. This is MHC class I binding data. (1) The peptide sequence is DAIQLAII. The MHC is H-2-Kb with pseudo-sequence H-2-Kb. The binding affinity (normalized) is 0.0735. (2) The peptide sequence is NVHRSQFAQ. The MHC is HLA-B46:01 with pseudo-sequence HLA-B46:01. The binding affinity (normalized) is 0.0847. (3) The peptide sequence is HMMKDEPVV. The MHC is HLA-A02:06 with pseudo-sequence HLA-A02:06. The binding affinity (normalized) is 0.347. (4) The peptide sequence is YPACEAIGL. The MHC is HLA-A02:06 with pseudo-sequence HLA-A02:06. The binding affinity (normalized) is 0.478. (5) The peptide sequence is RVMPVFAFK. The MHC is HLA-A02:01 with pseudo-sequence HLA-A02:01. The binding affinity (normalized) is 0.378. (6) The peptide sequence is VGYYTFHPK. The MHC is HLA-C04:01 with pseudo-sequence HLA-C04:01. The binding affinity (normalized) is 0.213.